The task is: Predict the reaction yield, written as a fraction of the theoretical maximum amount of product (1.0 means a 100% yield; for example, 0.34 means a 34% yield).. This data is from Reaction yield outcomes from USPTO patents with 853,638 reactions. (1) The reactants are N#N.Br[C:4]1[C:13]2[C:8](=[CH:9][CH:10]=[CH:11][CH:12]=2)[C:7](=[O:14])[N:6]([CH3:15])[CH:5]=1.[CH3:16][N:17]1[CH:21]=[C:20](B(O)O)[CH:19]=[N:18]1.C([O-])([O-])=O.[Na+].[Na+]. The catalyst is O1CCOCC1.C1C=CC(P(C2C=CC=CC=2)[C-]2C=CC=C2)=CC=1.C1C=CC(P(C2C=CC=CC=2)[C-]2C=CC=C2)=CC=1.Cl[Pd]Cl.[Fe+2]. The product is [CH3:15][N:6]1[CH:5]=[C:4]([C:20]2[CH:19]=[N:18][N:17]([CH3:16])[CH:21]=2)[C:13]2[C:8](=[CH:9][CH:10]=[CH:11][CH:12]=2)[C:7]1=[O:14]. The yield is 0.510. (2) The reactants are [Br:1][C:2]1[CH:10]=[C:6]([C:7]([OH:9])=O)[C:5]([OH:11])=[CH:4][CH:3]=1.[Cl:12][C:13]1[CH:14]=[C:15]([CH:17]=[CH:18][C:19]=1[Cl:20])[NH2:16]. No catalyst specified. The product is [Br:1][C:2]1[CH:3]=[CH:4][C:5]([OH:11])=[C:6]([CH:10]=1)[C:7]([NH:16][C:15]1[CH:17]=[CH:18][C:19]([Cl:20])=[C:13]([Cl:12])[CH:14]=1)=[O:9]. The yield is 0.582.